Dataset: Forward reaction prediction with 1.9M reactions from USPTO patents (1976-2016). Task: Predict the product of the given reaction. Given the reactants [NH2:1][C:2]1[N:6]([CH:7]2[CH2:12][CH2:11][CH2:10][N:9]([C:13]#[N:14])[CH2:8]2)[N:5]=[C:4]([C:15]2[CH:20]=[CH:19][C:18]([O:21]C3C=CC(Cl)=CC=3)=[CH:17][CH:16]=2)[C:3]=1[C:29]([NH2:31])=[O:30].[CH3:32][C:33]1[CH:34]=[C:35](B(O)O)[CH:36]=[CH:37][C:38]=1[CH3:39], predict the reaction product. The product is: [NH2:1][C:2]1[N:6]([CH:7]2[CH2:12][CH2:11][CH2:10][N:9]([C:13]#[N:14])[CH2:8]2)[N:5]=[C:4]([C:15]2[CH:20]=[CH:19][C:18]([O:21][C:35]3[CH:36]=[CH:37][C:38]([CH3:39])=[C:33]([CH3:32])[CH:34]=3)=[CH:17][CH:16]=2)[C:3]=1[C:29]([NH2:31])=[O:30].